This data is from HIV replication inhibition screening data with 41,000+ compounds from the AIDS Antiviral Screen. The task is: Binary Classification. Given a drug SMILES string, predict its activity (active/inactive) in a high-throughput screening assay against a specified biological target. (1) The molecule is c1ccc(-c2cc(-c3cccs3)c(-c3cccs3)o2)cc1. The result is 0 (inactive). (2) The molecule is S=C(NN=C(c1ccccc1)c1ccccn1)Nc1cccc(Cl)c1. The result is 0 (inactive). (3) The drug is CSC1=Nc2ccccc2-c2nc(-c3ccccc3)cc(-c3ccccc3)c2C1. The result is 0 (inactive). (4) The compound is C[CH-][Tl-]1([CH-]C)[O+]=C(c2ccccc2)[CH-]C(c2ccccc2)=[O+]1. The result is 0 (inactive). (5) The compound is CC(CC(=O)Nc1ccc(NC(=O)C(C)=NNS(=O)(=O)c2ccc(C)cc2)cc1)=NNS(=O)(=O)c1ccc(C)cc1. The result is 0 (inactive). (6) The compound is COC1=CC(=O)C2C=C3C(CO)=CCC(O)C3(C)CC2C1=O. The result is 0 (inactive).